This data is from Forward reaction prediction with 1.9M reactions from USPTO patents (1976-2016). The task is: Predict the product of the given reaction. (1) Given the reactants [N+:1]([C:4]1[CH:15]=[C:14]2[C:7]([NH:8][CH:9]=[C:10]2[CH2:11][CH2:12][NH2:13])=[CH:6][CH:5]=1)([O-:3])=[O:2].[C:16](OC(=O)C)(=[O:18])[CH3:17], predict the reaction product. The product is: [N+:1]([C:4]1[CH:15]=[C:14]2[C:7](=[CH:6][CH:5]=1)[NH:8][CH:9]=[C:10]2[CH2:11][CH2:12][NH:13][C:16](=[O:18])[CH3:17])([O-:3])=[O:2]. (2) Given the reactants [N+:1]([C:4]1[CH:9]=[CH:8][C:7]([C:10]#[C:11][Si:12]([CH3:15])([CH3:14])[CH3:13])=[CH:6][N:5]=1)([O-])=O.O.[Cl-].[NH4+], predict the reaction product. The product is: [CH3:13][Si:12]([C:11]#[C:10][C:7]1[CH:8]=[CH:9][C:4]([NH2:1])=[N:5][CH:6]=1)([CH3:14])[CH3:15].